Task: Regression/Classification. Given a drug SMILES string, predict its absorption, distribution, metabolism, or excretion properties. Task type varies by dataset: regression for continuous measurements (e.g., permeability, clearance, half-life) or binary classification for categorical outcomes (e.g., BBB penetration, CYP inhibition). Dataset: cyp2c19_veith.. Dataset: CYP2C19 inhibition data for predicting drug metabolism from PubChem BioAssay (1) The molecule is CCCCN1CCC(CCC(=O)c2cc(Cl)c(N)cc2OC)CC1. The result is 0 (non-inhibitor). (2) The molecule is CCN1C(=O)[C@H]2CC[C@H]3/C(=N\OCc4ccccc4)C[C@@H](O)[C@@H](O)[C@@H]3[C@@H]2C1=O. The result is 0 (non-inhibitor). (3) The compound is Clc1ccc(Cl)c(SCCCN2CCNCC2)c1. The result is 0 (non-inhibitor).